Dataset: Catalyst prediction with 721,799 reactions and 888 catalyst types from USPTO. Task: Predict which catalyst facilitates the given reaction. (1) Reactant: Br[C:2]1[CH:3]=[N:4][CH:5]=[C:6]2[C:11]=1[N:10]=[C:9]([C:12]([NH:14][CH2:15][C:16]1[CH:21]=[CH:20][N:19]=[CH:18][CH:17]=1)=[O:13])[CH:8]=[CH:7]2.[CH3:22][O:23][C:24]1[CH:25]=[C:26](B(O)O)[CH:27]=[CH:28][CH:29]=1.C(=O)([O-])[O-].[Cs+].[Cs+]. Product: [CH3:22][O:23][C:24]1[CH:29]=[C:28]([C:2]2[CH:3]=[N:4][CH:5]=[C:6]3[C:11]=2[N:10]=[C:9]([C:12]([NH:14][CH2:15][C:16]2[CH:21]=[CH:20][N:19]=[CH:18][CH:17]=2)=[O:13])[CH:8]=[CH:7]3)[CH:27]=[CH:26][CH:25]=1. The catalyst class is: 688. (2) Reactant: [Cl:1][C:2]1[CH:3]=[CH:4][C:5]2[O:9][CH:8]=[CH:7][C:6]=2[CH:10]=1.CN(C)CCN(C)C.C([Li])CCC.[B:24](OC(C)C)([O:29]C(C)C)[O:25]C(C)C. Product: [Cl:1][C:2]1[CH:3]=[CH:4][C:5]2[O:9][C:8]([B:24]([OH:29])[OH:25])=[CH:7][C:6]=2[CH:10]=1. The catalyst class is: 788.